This data is from Full USPTO retrosynthesis dataset with 1.9M reactions from patents (1976-2016). The task is: Predict the reactants needed to synthesize the given product. (1) Given the product [NH2:7][C:3]1[CH:2]=[C:1]([NH:8][C:13](=[O:14])[C:12]2[C:11]([CH2:9][CH3:10])=[CH:19][C:18]([C:20]([F:29])([C:21]([F:24])([F:22])[F:23])[C:25]([F:26])([F:27])[F:28])=[CH:17][C:16]=2[CH2:30][CH3:31])[CH:6]=[CH:5][CH:4]=1, predict the reactants needed to synthesize it. The reactants are: [C:1]1([NH2:8])[CH:6]=[CH:5][CH:4]=[C:3]([NH2:7])[CH:2]=1.[CH2:9]([C:11]1[CH:19]=[C:18]([C:20]([F:29])([C:25]([F:28])([F:27])[F:26])[C:21]([F:24])([F:23])[F:22])[CH:17]=[C:16]([CH2:30][CH3:31])[C:12]=1[C:13](Cl)=[O:14])[CH3:10]. (2) The reactants are: [C:1]12([CH2:11][NH:12][C:13](=[O:26])[C:14]3[C:19]([Br:20])=[CH:18][N:17]=[C:16]([O:21][CH2:22][C@@H:23]4[CH2:25][O:24]4)[CH:15]=3)[CH2:10][CH:5]3[CH2:6][CH:7]([CH2:9][CH:3]([CH2:4]3)[CH2:2]1)[CH2:8]2.[CH3:27][NH2:28]. Given the product [C:1]12([CH2:11][NH:12][C:13](=[O:26])[C:14]3[C:19]([Br:20])=[CH:18][N:17]=[C:16]([O:21][CH2:22][C@@H:23]([OH:24])[CH2:25][NH:28][CH3:27])[CH:15]=3)[CH2:10][CH:5]3[CH2:6][CH:7]([CH2:9][CH:3]([CH2:4]3)[CH2:2]1)[CH2:8]2, predict the reactants needed to synthesize it. (3) Given the product [Br-:1].[CH2:6]([O:5][C:3]([CH2:2][N+:15]1[C:16]2[C:21](=[CH:20][CH:19]=[CH:18][CH:17]=2)[C:13](=[CH:16][N:15]2[CH2:24][CH2:23][CH2:13][CH2:14]2)[CH:14]=1)=[O:4])[CH3:7], predict the reactants needed to synthesize it. The reactants are: [Br:1][CH2:2][C:3]([O:5][CH2:6][CH3:7])=[O:4].N1([CH:13]2[C:21]3[C:16](=[CH:17][CH:18]=[CH:19][CH:20]=3)[NH:15][C:14]2=C)CCCC1.[CH3:23][CH2:24]O. (4) Given the product [CH3:13][S:10]([C:8]1[CH:7]=[CH:6][C:5]([O:14][CH3:15])=[C:4]([NH:1][C:2]([NH:27][C:28]2[C:36]3[N:35]=[CH:34][N:33]([CH3:37])[C:32]=3[CH:31]=[CH:30][CH:29]=2)=[S:3])[CH:9]=1)(=[O:12])=[O:11], predict the reactants needed to synthesize it. The reactants are: [N:1]([C:4]1[CH:9]=[C:8]([S:10]([CH3:13])(=[O:12])=[O:11])[CH:7]=[CH:6][C:5]=1[O:14][CH3:15])=[C:2]=[S:3].COC1C=CC=CC=1NC([NH:27][C:28]1[C:36]2[N:35]=[CH:34][N:33]([CH3:37])[C:32]=2[CH:31]=[CH:30][CH:29]=1)=S. (5) Given the product [Cl:1][C:2]1[N:7]=[CH:6][C:5]([O:8][CH2:12][C:11]2[C:18]([F:26])=[C:19]([O:24][CH3:25])[CH:20]=[C:21]([O:22][CH3:23])[C:10]=2[F:9])=[CH:4][N:3]=1, predict the reactants needed to synthesize it. The reactants are: [Cl:1][C:2]1[N:7]=[CH:6][C:5]([OH:8])=[CH:4][N:3]=1.[F:9][C:10]1[C:21]([O:22][CH3:23])=[CH:20][C:19]([O:24][CH3:25])=[C:18]([F:26])[C:11]=1[CH2:12]CS([O-])(=O)=O.CN(C)C=O.C(=O)([O-])[O-].[K+].[K+]. (6) Given the product [F:24][C:25]1[CH:26]=[CH:27][C:28]([O:35][CH3:36])=[C:29]([C:31]2[N:32]=[C:11]([C:10]3[CH:14]=[CH:15][C:16]([C:17]4[C:18]([CH3:23])=[N:19][CH:20]=[CH:21][CH:22]=4)=[C:8]([CH3:7])[CH:9]=3)[O:13][N:33]=2)[CH:30]=1, predict the reactants needed to synthesize it. The reactants are: C(Cl)(=O)C(Cl)=O.[CH3:7][C:8]1[CH:9]=[C:10]([CH:14]=[CH:15][C:16]=1[C:17]1[C:18]([CH3:23])=[N:19][CH:20]=[CH:21][CH:22]=1)[C:11]([OH:13])=O.[F:24][C:25]1[CH:26]=[CH:27][C:28]([O:35][CH3:36])=[C:29]([C:31](=[N:33]O)[NH2:32])[CH:30]=1.CCN(C(C)C)C(C)C. (7) Given the product [F:21][C:9]1[C:8]2[N:13]([C:14]([C:15]3[CH:20]=[CH:19][CH:18]=[CH:17][N:16]=3)=[C:6]([CH:4]([NH2:1])[CH3:5])[CH:7]=2)[CH:12]=[CH:11][CH:10]=1, predict the reactants needed to synthesize it. The reactants are: [N:1]([CH:4]([C:6]1[CH:7]=[C:8]2[N:13]([C:14]=1[C:15]1[CH:20]=[CH:19][CH:18]=[CH:17][N:16]=1)[CH:12]=[CH:11][CH:10]=[C:9]2[F:21])[CH3:5])=[N+]=[N-].C1C=CC(P(C2C=CC=CC=2)C2C=CC=CC=2)=CC=1.O.